From a dataset of Forward reaction prediction with 1.9M reactions from USPTO patents (1976-2016). Predict the product of the given reaction. (1) Given the reactants [N:1]([CH2:4][C@@H:5]([NH:14][C:15](=[O:21])[O:16][C:17]([CH3:20])([CH3:19])[CH3:18])[CH2:6][C@H:7]([CH2:12][OH:13])[CH2:8][CH2:9][CH2:10]Cl)=[N+:2]=[N-:3].[H-].[Na+].[CH2:24](I)[CH3:25], predict the reaction product. The product is: [N:1]([CH2:4][C@@H:5]([N:14]([CH2:24][CH3:25])[C:15](=[O:21])[O:16][C:17]([CH3:20])([CH3:19])[CH3:18])[CH2:6][C@H:7]1[CH2:8][CH2:9][CH2:10][O:13][CH2:12]1)=[N+:2]=[N-:3]. (2) Given the reactants [NH2:1][C@@H:2]1[C:11]2[C:6](=[CH:7][CH:8]=[CH:9][CH:10]=2)[C@H:5]([OH:12])[CH2:4][CH2:3]1.[H-].[Na+].F[C:16]1[CH:17]=[CH:18][C:19]2[N:20]([C:22]([N:25]3[CH2:29][CH2:28][CH2:27][CH2:26]3)=[N:23][N:24]=2)[CH:21]=1, predict the reaction product. The product is: [N:25]1([C:22]2[N:20]3[CH:21]=[C:16]([O:12][C@H:5]4[C:6]5[C:11](=[CH:10][CH:9]=[CH:8][CH:7]=5)[C@@H:2]([NH2:1])[CH2:3][CH2:4]4)[CH:17]=[CH:18][C:19]3=[N:24][N:23]=2)[CH2:29][CH2:28][CH2:27][CH2:26]1. (3) Given the reactants Cl.[NH2:2][C:3]1[CH:8]=[CH:7][C:6]([C:9]2[N:10]=[C:11]([S:14][CH:15]([CH:20]3[CH2:25][CH2:24][N:23]([CH2:26][C:27]4[CH:32]=[CH:31][C:30]([Cl:33])=[C:29]([Cl:34])[CH:28]=4)[CH2:22][CH2:21]3)[CH2:16][CH2:17][CH2:18][NH-:19])[S:12][CH:13]=2)=[CH:5][CH:4]=1.C(N(CC)CC)C.[C:42](Cl)(=[O:44])[CH3:43], predict the reaction product. The product is: [ClH:33].[C:42]([NH:2][C:3]1[CH:8]=[CH:7][C:6]([C:9]2[N:10]=[C:11]([S:14][CH:15]([CH:20]3[CH2:25][CH2:24][N:23]([CH2:26][C:27]4[CH:32]=[CH:31][C:30]([Cl:33])=[C:29]([Cl:34])[CH:28]=4)[CH2:22][CH2:21]3)[CH2:16][CH2:17][CH2:18][NH-:19])[S:12][CH:13]=2)=[CH:5][CH:4]=1)(=[O:44])[CH3:43]. (4) Given the reactants [C:1]([C:5]1[C:6](=[O:15])[NH:7][C:8]2[C:13]([CH:14]=1)=[CH:12][CH:11]=[CH:10][CH:9]=2)([CH3:4])([CH3:3])[CH3:2].C(=O)([O-])[O-].[Cs+].[Cs+].CN(C=O)C.Br[CH2:28][C:29]([O:31][CH2:32][CH3:33])=[O:30], predict the reaction product. The product is: [C:1]([C:5]1[C:6](=[O:15])[N:7]([CH2:28][C:29]([O:31][CH2:32][CH3:33])=[O:30])[C:8]2[C:13]([CH:14]=1)=[CH:12][CH:11]=[CH:10][CH:9]=2)([CH3:4])([CH3:2])[CH3:3].